Dataset: Reaction yield outcomes from USPTO patents with 853,638 reactions. Task: Predict the reaction yield, written as a fraction of the theoretical maximum amount of product (1.0 means a 100% yield; for example, 0.34 means a 34% yield). (1) The reactants are [CH3:1][N:2]([C:6]1[CH:11]=[CH:10][CH:9]=[CH:8][CH:7]=1)[CH2:3][CH2:4][OH:5].C(N(CC)CC)C.[C:19](Cl)(=[O:22])[CH2:20][CH3:21]. The catalyst is C(Cl)Cl.CCOC(C)=O. The product is [C:19]([O:5][CH2:4][CH2:3][N:2]([CH3:1])[C:6]1[CH:11]=[CH:10][CH:9]=[CH:8][CH:7]=1)(=[O:22])[CH2:20][CH3:21]. The yield is 1.00. (2) No catalyst specified. The yield is 0.550. The reactants are [NH2:1][C:2]1[CH:3]=[C:4]([C:8]2[S:12][C:11]([C:13]3[CH:14]=[C:15]4[C:19](=[CH:20][CH:21]=3)[C:18](=[O:22])[N:17]([CH3:23])[CH2:16]4)=[CH:10][CH:9]=2)[CH:5]=[N:6][CH:7]=1.[Cl:24][C:25]1[CH:30]=[C:29]([Cl:31])[CH:28]=[CH:27][C:26]=1[S:32](Cl)(=[O:34])=[O:33]. The product is [Cl:24][C:25]1[CH:30]=[C:29]([Cl:31])[CH:28]=[CH:27][C:26]=1[S:32]([NH:1][C:2]1[CH:7]=[N:6][CH:5]=[C:4]([C:8]2[S:12][C:11]([C:13]3[CH:14]=[C:15]4[C:19](=[CH:20][CH:21]=3)[C:18](=[O:22])[N:17]([CH3:23])[CH2:16]4)=[CH:10][CH:9]=2)[CH:3]=1)(=[O:34])=[O:33]. (3) The reactants are [CH3:1][O:2][C:3](=[O:8])[CH:4](Cl)[CH:5]=O.[NH2:9][C:10]([NH2:12])=[S:11].C. The catalyst is O. The product is [CH3:1][O:2][C:3]([C:4]1[S:11][C:10]([NH2:12])=[N:9][CH:5]=1)=[O:8]. The yield is 0.440. (4) The reactants are [Cl:1][C:2]1[CH:19]=[CH:18][C:17]([C@H:20]2[C@H:25]([O:26]CC3C=CC=CC=3)[C@@H:24]([O:34]CC3C=CC=CC=3)[C@H:23]([O:42]CC3C=CC=CC=3)[C@@H:22]([CH2:50][O:51]CC3C=CC=CC=3)[O:21]2)=[CH:16][C:3]=1[CH2:4][C:5]1[N:6]=[N:7][C:8]2[CH:14]=[C:13]([CH3:15])[CH:12]=[CH:11][C:9]=2[N:10]=1.[Si](I)(C)(C)C. The catalyst is C(#N)C. The product is [Cl:1][C:2]1[CH:19]=[CH:18][C:17]([C@H:20]2[C@H:25]([OH:26])[C@@H:24]([OH:34])[C@H:23]([OH:42])[C@@H:22]([CH2:50][OH:51])[O:21]2)=[CH:16][C:3]=1[CH2:4][C:5]1[N:6]=[N:7][C:8]2[CH:14]=[C:13]([CH3:15])[CH:12]=[CH:11][C:9]=2[N:10]=1. The yield is 0.520. (5) The reactants are [NH2:1][C:2]1[C:10]([Cl:11])=[N:9][CH:8]=[CH:7][C:3]=1[C:4]([NH2:6])=[O:5].C([O-])([O-])=O.[K+].[K+].Cl.[C:19](Cl)(=[O:26])[C:20]1[CH:25]=[CH:24][N:23]=[CH:22][CH:21]=1. The catalyst is CCOCC. The product is [Cl:11][C:10]1[C:2]([NH:1][C:19]([C:20]2[CH:25]=[CH:24][N:23]=[CH:22][CH:21]=2)=[O:26])=[C:3]([CH:7]=[CH:8][N:9]=1)[C:4]([NH2:6])=[O:5]. The yield is 0.960. (6) The yield is 0.820. No catalyst specified. The product is [O:23]1[C:27]2[CH:28]=[CH:29][C:30]([C:2]3[CH:3]=[C:4]([S:8]([NH:11][C:12]4[CH:21]=[CH:20][C:15]([C:16]([O:18][CH3:19])=[O:17])=[C:14]([OH:22])[CH:13]=4)(=[O:10])=[O:9])[CH:5]=[CH:6][CH:7]=3)=[CH:31][C:26]=2[CH2:25][CH2:24]1. The reactants are Br[C:2]1[CH:3]=[C:4]([S:8]([NH:11][C:12]2[CH:21]=[CH:20][C:15]([C:16]([O:18][CH3:19])=[O:17])=[C:14]([OH:22])[CH:13]=2)(=[O:10])=[O:9])[CH:5]=[CH:6][CH:7]=1.[O:23]1[C:27]2[CH:28]=[CH:29][C:30](B(O)O)=[CH:31][C:26]=2[CH2:25][CH2:24]1. (7) The catalyst is CC(O)=O. The reactants are [CH3:1][C:2]1[CH:3]=[C:4]2[C:9](=[CH:10][CH:11]=1)[N:8]=[CH:7][CH:6]=[CH:5]2.OO.O.[O-:15]S([O-])=O.[Na+].[Na+]. The yield is 0.640. The product is [CH3:1][C:2]1[CH:3]=[C:4]2[C:9](=[CH:10][CH:11]=1)[N+:8]([O-:15])=[CH:7][CH:6]=[CH:5]2. (8) The reactants are C[O:2][C:3](=[O:26])/[CH:4]=[CH:5]/[C:6]1[CH:11]=[CH:10][C:9]([C:12]#[C:13][C:14]2[CH:19]=[CH:18][CH:17]=[C:16]([CH2:20][N:21]([CH:23]3[CH2:25][CH2:24]3)[CH3:22])[CH:15]=2)=[CH:8][CH:7]=1.[OH-].[K+].Cl. The catalyst is CO.O1CCCC1. The product is [CH:23]1([N:21]([CH2:20][C:16]2[CH:15]=[C:14]([C:13]#[C:12][C:9]3[CH:10]=[CH:11][C:6](/[CH:5]=[CH:4]/[C:3]([OH:26])=[O:2])=[CH:7][CH:8]=3)[CH:19]=[CH:18][CH:17]=2)[CH3:22])[CH2:24][CH2:25]1. The yield is 0.360. (9) The yield is 0.550. The product is [C:16]([NH:15][CH2:14][CH2:13][CH:9]1[C:10]2[C:6](=[CH:5][CH:4]=[C:3]([NH:2][C:27](=[O:28])[CH2:26][CH2:25][C:19]3[CH:24]=[CH:23][CH:22]=[CH:21][CH:20]=3)[C:11]=2[OH:12])[CH2:7][CH2:8]1)(=[O:18])[CH3:17]. The catalyst is N1C=CC=CC=1. The reactants are Cl.[NH2:2][C:3]1[C:11]([OH:12])=[C:10]2[C:6]([CH2:7][CH2:8][CH:9]2[CH2:13][CH2:14][NH:15][C:16](=[O:18])[CH3:17])=[CH:5][CH:4]=1.[C:19]1([CH2:25][CH2:26][C:27](Cl)=[O:28])[CH:24]=[CH:23][CH:22]=[CH:21][CH:20]=1.O. (10) The reactants are [Cl:1][C:2]1[CH:3]=[CH:4][C:5]([O:15][CH3:16])=[C:6]([C:8]2[N:12]([CH3:13])[N:11]=[CH:10][C:9]=2[NH2:14])[CH:7]=1.[N:17]1[N:21]2[CH:22]=[CH:23][CH:24]=[N:25][C:20]2=[C:19]([C:26](O)=[O:27])[CH:18]=1.F[P-](F)(F)(F)(F)F.N1(O[P+](N2CCCC2)(N2CCCC2)N2CCCC2)C2N=CC=CC=2N=N1.C(N(CC)C(C)C)(C)C. The catalyst is CN(C)C1C=CN=CC=1.CN(C)C=O. The product is [Cl:1][C:2]1[CH:3]=[CH:4][C:5]([O:15][CH3:16])=[C:6]([C:8]2[N:12]([CH3:13])[N:11]=[CH:10][C:9]=2[NH:14][C:26]([C:19]2[CH:18]=[N:17][N:21]3[CH:22]=[CH:23][CH:24]=[N:25][C:20]=23)=[O:27])[CH:7]=1. The yield is 0.510.